From a dataset of Reaction yield outcomes from USPTO patents with 853,638 reactions. Predict the reaction yield, written as a fraction of the theoretical maximum amount of product (1.0 means a 100% yield; for example, 0.34 means a 34% yield). (1) The reactants are Br[C:2]1[C:7]2[N:8]=[CH:9][N:10]=[CH:11][C:6]=2[C:5](=[O:12])[N:4]([CH3:13])[CH:3]=1.[CH:14]1([CH2:17][O:18][C:19]2[CH:24]=[CH:23][C:22]([S:25]([CH3:28])(=[O:27])=[O:26])=[CH:21][C:20]=2B2OC(C)(C)C(C)(C)O2)[CH2:16][CH2:15]1.[O-]P([O-])([O-])=O.[K+].[K+].[K+].N#N. The catalyst is O1CCOCC1.O.C1C=CC(P(C2C=CC=CC=2)[C-]2C=CC=C2)=CC=1.C1C=CC(P(C2C=CC=CC=2)[C-]2C=CC=C2)=CC=1.Cl[Pd]Cl.[Fe+2].CC(=O)OCC.C(Cl)Cl. The product is [CH:14]1([CH2:17][O:18][C:19]2[CH:24]=[CH:23][C:22]([S:25]([CH3:28])(=[O:27])=[O:26])=[CH:21][C:20]=2[C:2]2[C:7]3[N:8]=[CH:9][N:10]=[CH:11][C:6]=3[C:5](=[O:12])[N:4]([CH3:13])[CH:3]=2)[CH2:15][CH2:16]1. The yield is 0.342. (2) The reactants are [CH2:1]([O:8][NH:9][C@H:10]1[CH2:15][NH:14][C@H:13]([C:16]([O:18][CH3:19])=[O:17])[CH2:12][CH2:11]1)[C:2]1[CH:7]=[CH:6][CH:5]=[CH:4][CH:3]=1.C(#N)C.[O:23]=[C:24](Cl)OC(Cl)(Cl)Cl. The catalyst is CN(C)C1C=CN=CC=1.C(N(CC)CC)C. The product is [CH2:1]([O:8][N:9]1[C:24](=[O:23])[N:14]2[CH2:15][C@H:10]1[CH2:11][CH2:12][C@H:13]2[C:16]([O:18][CH3:19])=[O:17])[C:2]1[CH:3]=[CH:4][CH:5]=[CH:6][CH:7]=1. The yield is 0.710. (3) The reactants are I[C:2]1[N:6]2[CH:7]=[C:8]([C:11]3[CH:16]=[CH:15][C:14]([C:17]([F:20])([F:19])[F:18])=[CH:13][CH:12]=3)[CH:9]=[CH:10][C:5]2=[N:4][CH:3]=1.C[Si]([C:25]#[CH:26])(C)C. No catalyst specified. The product is [C:25]([C:2]1[N:6]2[CH:7]=[C:8]([C:11]3[CH:16]=[CH:15][C:14]([C:17]([F:20])([F:19])[F:18])=[CH:13][CH:12]=3)[CH:9]=[CH:10][C:5]2=[N:4][CH:3]=1)#[CH:26]. The yield is 0.890.